The task is: Predict the reaction yield, written as a fraction of the theoretical maximum amount of product (1.0 means a 100% yield; for example, 0.34 means a 34% yield).. This data is from Reaction yield outcomes from USPTO patents with 853,638 reactions. The reactants are [Br:1][C:2]1[CH:7]=[CH:6][C:5]([OH:8])=[CH:4][CH:3]=1.[CH2:9]([C@@H:11]1[CH2:16][CH2:15][C@H:14](O)[CH2:13][CH2:12]1)[CH3:10].C1C=CC(P(C2C=CC=CC=2)C2C=CC=CC=2)=CC=1.CCN(CC)CC.CC(OC(/N=N/C(OC(C)C)=O)=O)C. The catalyst is C1COCC1. The product is [Br:1][C:2]1[CH:7]=[CH:6][C:5]([O:8][C@H:14]2[CH2:15][CH2:16][C@H:11]([CH2:9][CH3:10])[CH2:12][CH2:13]2)=[CH:4][CH:3]=1. The yield is 0.420.